Dataset: Retrosynthesis with 50K atom-mapped reactions and 10 reaction types from USPTO. Task: Predict the reactants needed to synthesize the given product. (1) The reactants are: CC(C)(C)c1nc(N)sc1C#N.O=C(O)c1cc(Br)ccc1O. Given the product CC(C)(C)c1nc(NC(=O)c2cc(Br)ccc2O)sc1C#N, predict the reactants needed to synthesize it. (2) The reactants are: COc1cc([N+](=O)[O-])ccc1N1CCN(CCN(C(=O)C2CCCCC2)c2ccccc2OC(F)(F)F)CC1. Given the product COc1cc(N)ccc1N1CCN(CCN(C(=O)C2CCCCC2)c2ccccc2OC(F)(F)F)CC1, predict the reactants needed to synthesize it.